This data is from Forward reaction prediction with 1.9M reactions from USPTO patents (1976-2016). The task is: Predict the product of the given reaction. (1) Given the reactants Br[CH2:2][C:3]1[CH:4]=[C:5]([CH:8]=[C:9]([C:11]([F:14])([F:13])[F:12])[CH:10]=1)[C:6]#[N:7].[NH3:15].CO, predict the reaction product. The product is: [NH2:15][CH2:2][C:3]1[CH:4]=[C:5]([CH:8]=[C:9]([C:11]([F:14])([F:13])[F:12])[CH:10]=1)[C:6]#[N:7]. (2) Given the reactants [O:1]=[C:2]1[NH:6][N:5]=[C:4]([C:7]2[N:12]=[C:11]([O:13][C@H:14]3[CH2:18][CH2:17][N:16](C(OC(C)(C)C)=O)[CH2:15]3)[CH:10]=[CH:9][CH:8]=2)[NH:3]1.C(O)(C(F)(F)F)=O, predict the reaction product. The product is: [NH:16]1[CH2:17][CH2:18][C@H:14]([O:13][C:11]2[N:12]=[C:7]([C:4]3[NH:3][C:2](=[O:1])[NH:6][N:5]=3)[CH:8]=[CH:9][CH:10]=2)[CH2:15]1.